This data is from Full USPTO retrosynthesis dataset with 1.9M reactions from patents (1976-2016). The task is: Predict the reactants needed to synthesize the given product. (1) Given the product [OH:1][C:2]1[CH:10]=[C:9]([OH:11])[C:8]([N+:12]([O-:14])=[O:13])=[CH:7][C:3]=1[C:4]([NH:15][OH:16])=[O:5], predict the reactants needed to synthesize it. The reactants are: [OH:1][C:2]1[CH:10]=[C:9]([OH:11])[C:8]([N+:12]([O-:14])=[O:13])=[CH:7][C:3]=1[C:4](Cl)=[O:5].[NH2:15][OH:16].O. (2) Given the product [ClH:50].[NH2:32][C:28]1([C:25]2[CH:26]=[CH:27][C:22]([C:14]3[O:13][C:11]4[N:12]=[C:7]([N:4]5[CH2:5][CH2:6][C@@H:2]([OH:1])[CH2:3]5)[N:8]([CH3:41])[C:9](=[O:40])[C:10]=4[C:15]=3[C:16]3[CH:17]=[CH:18][CH:19]=[CH:20][CH:21]=3)=[CH:23][CH:24]=2)[CH2:31][CH2:30][CH2:29]1, predict the reactants needed to synthesize it. The reactants are: [OH:1][C@@H:2]1[CH2:6][CH2:5][N:4]([C:7]2[N:8]([CH3:41])[C:9](=[O:40])[C:10]3[C:15]([C:16]4[CH:21]=[CH:20][CH:19]=[CH:18][CH:17]=4)=[C:14]([C:22]4[CH:27]=[CH:26][C:25]([C:28]5([NH:32]C(=O)OC(C)(C)C)[CH2:31][CH2:30][CH2:29]5)=[CH:24][CH:23]=4)[O:13][C:11]=3[N:12]=2)[CH2:3]1.FC(F)(F)C(O)=O.C(Cl)[Cl:50]. (3) The reactants are: [CH2:1]([N:3]1[C:7]2=[N:8][C:9]([CH2:32][CH3:33])=[C:10]([CH2:19][NH:20][C:21]([C:23]3[CH:24]=[C:25]([CH:29]=[CH:30][CH:31]=3)[C:26](O)=[O:27])=[O:22])[C:11]([NH:12][CH:13]3[CH2:18][CH2:17][O:16][CH2:15][CH2:14]3)=[C:6]2[CH:5]=[N:4]1)[CH3:2].[NH2:34][CH2:35][C:36]1[CH:37]=[C:38]([C:42]2[CH:47]=[CH:46][CH:45]=[C:44]([CH2:48][N:49]3[CH2:54][CH2:53][N:52]([C:55]([O:57][C:58]([CH3:61])([CH3:60])[CH3:59])=[O:56])[CH2:51][CH2:50]3)[CH:43]=2)[CH:39]=[CH:40][CH:41]=1. Given the product [CH2:1]([N:3]1[C:7]2=[N:8][C:9]([CH2:32][CH3:33])=[C:10]([CH2:19][NH:20][C:21]([C:23]3[CH:24]=[C:25]([C:26]([NH:34][CH2:35][C:36]4[CH:37]=[C:38]([C:42]5[CH:47]=[CH:46][CH:45]=[C:44]([CH2:48][N:49]6[CH2:50][CH2:51][N:52]([C:55]([O:57][C:58]([CH3:61])([CH3:60])[CH3:59])=[O:56])[CH2:53][CH2:54]6)[CH:43]=5)[CH:39]=[CH:40][CH:41]=4)=[O:27])[CH:29]=[CH:30][CH:31]=3)=[O:22])[C:11]([NH:12][CH:13]3[CH2:14][CH2:15][O:16][CH2:17][CH2:18]3)=[C:6]2[CH:5]=[N:4]1)[CH3:2], predict the reactants needed to synthesize it. (4) Given the product [CH3:15][N:16]([CH3:18])[CH:17]=[C:7]([C:2]1[CH:3]=[CH:4][CH:5]=[CH:6][N:1]=1)[C:8]([O:10][CH3:11])=[O:9], predict the reactants needed to synthesize it. The reactants are: [N:1]1[CH:6]=[CH:5][CH:4]=[CH:3][C:2]=1[CH2:7][C:8]([O:10][CH2:11]C)=[O:9].CO[CH:15](OC)[N:16]([CH3:18])[CH3:17].[NH4+].[Cl-]. (5) Given the product [CH:16]([C:15]1[N:20]=[C:9]([C:8]2[CH:7]=[N:6][CH:5]=[CH:4][C:3]=2[C:2]([F:1])([F:14])[F:13])[O:11][N:19]=1)([CH3:18])[CH3:17], predict the reactants needed to synthesize it. The reactants are: [F:1][C:2]([F:14])([F:13])[C:3]1[C:8]([C:9]([O:11]C)=O)=[CH:7][N:6]=[CH:5][CH:4]=1.[C:15](=[N:20]O)([NH2:19])[CH:16]([CH3:18])[CH3:17].[O-]CC.[Na+]. (6) Given the product [CH2:1]([N:5]([CH2:13][C:14](=[O:35])[CH:15]=[CH2:36])[C:6](=[O:12])[O:7][C:8]([CH3:9])([CH3:10])[CH3:11])[CH2:2][CH:3]=[CH2:4], predict the reactants needed to synthesize it. The reactants are: [CH2:1]([N:5]([CH2:13][C:14](=[O:35])[CH:15]=P(C1C=CC=CC=1)(C1C=CC=CC=1)C1C=CC=CC=1)[C:6](=[O:12])[O:7][C:8]([CH3:11])([CH3:10])[CH3:9])[CH2:2][CH:3]=[CH2:4].[CH2:36]=O. (7) Given the product [CH3:12][CH:13]([CH3:41])[CH2:14][N:15]1[C:27]2[C:26]3[CH:25]=[CH:24][C:23]([O:28][C:29]4[CH:34]=[CH:33][C:32]([N+:35]([O-:37])=[O:36])=[CH:31][CH:30]=4)=[CH:22][C:21]=3[N:20]=[C:19]([NH2:43])[C:18]=2[N:17]=[C:16]1[CH2:38][CH2:39][CH3:40], predict the reactants needed to synthesize it. The reactants are: C1C=C(Cl)C=C(C(OO)=O)C=1.[CH3:12][CH:13]([CH3:41])[CH2:14][N:15]1[C:27]2[C:26]3[CH:25]=[CH:24][C:23]([O:28][C:29]4[CH:34]=[CH:33][C:32]([N+:35]([O-:37])=[O:36])=[CH:31][CH:30]=4)=[CH:22][C:21]=3[N:20]=[CH:19][C:18]=2[N:17]=[C:16]1[CH2:38][CH2:39][CH3:40].[OH-].[NH4+:43].